This data is from Forward reaction prediction with 1.9M reactions from USPTO patents (1976-2016). The task is: Predict the product of the given reaction. (1) Given the reactants [F:1][C:2]1[CH:3]=[C:4]([C@H:10]2[NH:15][C@@H:14]([C@@H:16]([OH:18])[CH3:17])[CH2:13][O:12][CH2:11]2)[CH:5]=[C:6]([F:9])[C:7]=1[F:8].N1C=CC=CC=1.[C:25](Cl)(=[O:29])[C:26](Cl)=[O:27], predict the reaction product. The product is: [CH3:17][C@H:16]1[C@H:14]2[CH2:13][O:12][CH2:11][C@@H:10]([C:4]3[CH:3]=[C:2]([F:1])[C:7]([F:8])=[C:6]([F:9])[CH:5]=3)[N:15]2[C:26](=[O:27])[C:25](=[O:29])[O:18]1. (2) The product is: [O:20]=[CH:5][CH2:4][CH2:3][CH2:2][CH2:1][O:7][CH2:8][C:9]([O:11][C:12]([CH3:15])([CH3:14])[CH3:13])=[O:10]. Given the reactants [CH2:1]([O:7][CH2:8][C:9]([O:11][C:12]([CH3:15])([CH3:14])[CH3:13])=[O:10])[CH2:2][CH2:3][CH2:4][CH:5]=C.C[N+]1([O-])CC[O:20]CC1.CCOC(C)=O.CCCCCCC.I([O-])(=O)(=O)=O.[Na+], predict the reaction product. (3) Given the reactants [CH2:1]([C:3]([C:21]1[CH:34]=[CH:33][C:24]([O:25][CH2:26][CH:27]([OH:32])[C:28]([CH3:31])([CH3:30])[CH3:29])=[C:23]([CH3:35])[CH:22]=1)([C:6]1[CH:11]=[CH:10][C:9]([CH2:12][NH:13][CH2:14][CH2:15][S:16]([CH3:19])(=[O:18])=[O:17])=[C:8]([CH3:20])[CH:7]=1)[CH2:4][CH3:5])[CH3:2].C([O-])(O)=O.[Na+].C1COCC1.[CH3:46][C:47]([O:50][C:51](O[C:51]([O:50][C:47]([CH3:49])([CH3:48])[CH3:46])=[O:52])=[O:52])([CH3:49])[CH3:48], predict the reaction product. The product is: [CH2:1]([C:3]([C:6]1[CH:11]=[CH:10][C:9]([CH2:12][N:13]([CH2:14][CH2:15][S:16]([CH3:19])(=[O:18])=[O:17])[C:51](=[O:52])[O:50][C:47]([CH3:49])([CH3:48])[CH3:46])=[C:8]([CH3:20])[CH:7]=1)([C:21]1[CH:34]=[CH:33][C:24]([O:25][CH2:26][CH:27]([OH:32])[C:28]([CH3:30])([CH3:29])[CH3:31])=[C:23]([CH3:35])[CH:22]=1)[CH2:4][CH3:5])[CH3:2]. (4) Given the reactants [CH3:1][O:2][C:3]1[CH:8]=[C:7]([C:9]2[CH:13]=[C:12]([NH:14][C:15](=[O:32])[C@@H:16]([NH:24]C(=O)OC(C)(C)C)[CH2:17][C:18]3[CH:23]=[CH:22][CH:21]=[CH:20][CH:19]=3)[N:11]([CH3:33])[N:10]=2)[CH:6]=[CH:5][N:4]=1.FC(F)(F)C(O)=O, predict the reaction product. The product is: [NH2:24][C@@H:16]([CH2:17][C:18]1[CH:23]=[CH:22][CH:21]=[CH:20][CH:19]=1)[C:15]([NH:14][C:12]1[N:11]([CH3:33])[N:10]=[C:9]([C:7]2[CH:6]=[CH:5][N:4]=[C:3]([O:2][CH3:1])[CH:8]=2)[CH:13]=1)=[O:32].